This data is from NCI-60 drug combinations with 297,098 pairs across 59 cell lines. The task is: Regression. Given two drug SMILES strings and cell line genomic features, predict the synergy score measuring deviation from expected non-interaction effect. (1) Drug 1: C1=NC2=C(N1)C(=S)N=C(N2)N. Drug 2: CC(C)(C#N)C1=CC(=CC(=C1)CN2C=NC=N2)C(C)(C)C#N. Cell line: M14. Synergy scores: CSS=38.0, Synergy_ZIP=-2.47, Synergy_Bliss=-1.29, Synergy_Loewe=-2.69, Synergy_HSA=-1.87. (2) Drug 1: CC1OCC2C(O1)C(C(C(O2)OC3C4COC(=O)C4C(C5=CC6=C(C=C35)OCO6)C7=CC(=C(C(=C7)OC)O)OC)O)O. Drug 2: CC1=C(C=C(C=C1)NC(=O)C2=CC=C(C=C2)CN3CCN(CC3)C)NC4=NC=CC(=N4)C5=CN=CC=C5. Cell line: SNB-19. Synergy scores: CSS=31.5, Synergy_ZIP=4.07, Synergy_Bliss=4.89, Synergy_Loewe=-13.7, Synergy_HSA=2.90. (3) Drug 1: CC1=C(C=C(C=C1)C(=O)NC2=CC(=CC(=C2)C(F)(F)F)N3C=C(N=C3)C)NC4=NC=CC(=N4)C5=CN=CC=C5. Drug 2: CC=C1C(=O)NC(C(=O)OC2CC(=O)NC(C(=O)NC(CSSCCC=C2)C(=O)N1)C(C)C)C(C)C. Cell line: UACC62. Synergy scores: CSS=68.8, Synergy_ZIP=-2.61, Synergy_Bliss=-5.86, Synergy_Loewe=-63.7, Synergy_HSA=-8.40. (4) Drug 1: CCC1(CC2CC(C3=C(CCN(C2)C1)C4=CC=CC=C4N3)(C5=C(C=C6C(=C5)C78CCN9C7C(C=CC9)(C(C(C8N6C)(C(=O)OC)O)OC(=O)C)CC)OC)C(=O)OC)O.OS(=O)(=O)O. Drug 2: C1=NC(=NC(=O)N1C2C(C(C(O2)CO)O)O)N. Cell line: OVCAR-8. Synergy scores: CSS=17.5, Synergy_ZIP=-2.96, Synergy_Bliss=-1.57, Synergy_Loewe=-5.16, Synergy_HSA=-5.93.